Dataset: Forward reaction prediction with 1.9M reactions from USPTO patents (1976-2016). Task: Predict the product of the given reaction. (1) Given the reactants [CH:1]1([C:4]2[CH:8]=[C:7]([NH:9][C:10]3[C:11]4[CH2:26][CH2:25][CH2:24][C:12]=4[N:13]=[C:14]([N:16]4[CH2:20][CH2:19][CH2:18][CH:17]4[C:21](O)=[O:22])[N:15]=3)[NH:6][N:5]=2)[CH2:3][CH2:2]1.[N:27]1[CH:32]=[C:31]([NH2:33])[CH:30]=[N:29][CH:28]=1.CN(C(ON1N=NC2C=CC=NC1=2)=[N+](C)C)C.F[P-](F)(F)(F)(F)F.CCN(C(C)C)C(C)C, predict the reaction product. The product is: [CH:1]1([C:4]2[CH:8]=[C:7]([NH:9][C:10]3[C:11]4[CH2:26][CH2:25][CH2:24][C:12]=4[N:13]=[C:14]([N:16]4[CH2:20][CH2:19][CH2:18][CH:17]4[C:21]([NH:33][C:31]4[CH:32]=[N:27][CH:28]=[N:29][CH:30]=4)=[O:22])[N:15]=3)[NH:6][N:5]=2)[CH2:3][CH2:2]1. (2) Given the reactants [CH3:1][O:2][C:3]1[CH:8]=[CH:7][CH:6]=[C:5]([O:9][CH3:10])[C:4]=1[CH:11]1[NH:16][C:15](=[O:17])[CH2:14][CH2:13][CH2:12]1.Br[CH2:19][C:20]1[CH:25]=[CH:24][C:23]([F:26])=[CH:22][CH:21]=1, predict the reaction product. The product is: [CH3:1][O:2][C:3]1[CH:8]=[CH:7][CH:6]=[C:5]([O:9][CH3:10])[C:4]=1[CH:11]1[N:16]([CH2:19][C:20]2[CH:25]=[CH:24][C:23]([F:26])=[CH:22][CH:21]=2)[C:15](=[O:17])[CH2:14][CH2:13][CH2:12]1.